Dataset: Forward reaction prediction with 1.9M reactions from USPTO patents (1976-2016). Task: Predict the product of the given reaction. (1) Given the reactants [CH2:1]([NH2:7])[CH2:2][CH2:3][CH2:4][CH2:5][CH3:6].[C:8](O)(=[O:16])[CH:9]([CH:11]([C:13](O)=[O:14])[OH:12])[OH:10], predict the reaction product. The product is: [CH2:1]([N:7]1[C:13](=[O:14])[CH:11]([OH:12])[CH:9]([OH:10])[C:8]1=[O:16])[CH2:2][CH2:3][CH2:4][CH2:5][CH3:6]. (2) Given the reactants C1(C2C(OCC3(C(F)(F)F)CCCCC3)=CC(F)=C(C=2)C(O)=O)CC1.[CH:26]1([C:29]2[C:30]([O:39][CH2:40][C:41]3([CH3:49])[CH2:46][CH2:45][C:44]([F:48])([F:47])[CH2:43][CH2:42]3)=[CH:31][C:32]([F:38])=[C:33]([CH:37]=2)[C:34]([OH:36])=O)[CH2:28][CH2:27]1.CS(N)(=O)=O.[N:55]1([S:59]([NH2:62])(=[O:61])=[O:60])[CH2:58][CH2:57][CH2:56]1, predict the reaction product. The product is: [N:55]1([S:59]([NH:62][C:34](=[O:36])[C:33]2[CH:37]=[C:29]([CH:26]3[CH2:28][CH2:27]3)[C:30]([O:39][CH2:40][C:41]3([CH3:49])[CH2:46][CH2:45][C:44]([F:48])([F:47])[CH2:43][CH2:42]3)=[CH:31][C:32]=2[F:38])(=[O:61])=[O:60])[CH2:58][CH2:57][CH2:56]1. (3) Given the reactants [CH3:1][O:2][C:3]1[CH:4]=[C:5]([CH:29]=[CH:30][C:31]=1[O:32][CH2:33][C:34]1[CH:35]=[N:36][C:37]([O:40][CH3:41])=[CH:38][CH:39]=1)[CH2:6][N:7]1[C:11]2[CH:12]=[CH:13][C:14]([CH:16]3[CH2:21][CH2:20][N:19](C(OC(C)(C)C)=O)[CH2:18][CH2:17]3)=[CH:15][C:10]=2[N:9]=[CH:8]1.FC(F)(F)C(O)=O.[OH-].[Na+], predict the reaction product. The product is: [CH3:1][O:2][C:3]1[CH:4]=[C:5]([CH:29]=[CH:30][C:31]=1[O:32][CH2:33][C:34]1[CH:35]=[N:36][C:37]([O:40][CH3:41])=[CH:38][CH:39]=1)[CH2:6][N:7]1[C:11]2[CH:12]=[CH:13][C:14]([CH:16]3[CH2:21][CH2:20][NH:19][CH2:18][CH2:17]3)=[CH:15][C:10]=2[N:9]=[CH:8]1. (4) Given the reactants [F:1][CH:2]([F:16])[C:3]1[CH:4]=[C:5]([C:10]2[CH:15]=[CH:14][N:13]=[CH:12][CH:11]=2)[CH:6]=[CH:7][C:8]=1[F:9].Cl, predict the reaction product. The product is: [F:16][CH:2]([F:1])[C:3]1[CH:4]=[C:5]([CH:10]2[CH2:15][CH2:14][NH:13][CH2:12][CH2:11]2)[CH:6]=[CH:7][C:8]=1[F:9]. (5) The product is: [C:1]([O:5][C:6](=[O:35])[CH2:7][CH2:8][C:9]1[CH:10]=[N:11][C:12]([O:15][CH3:16])=[CH:13][CH:14]=1)([CH3:4])([CH3:3])[CH3:2]. Given the reactants [C:1]([O:5][C:6](=[O:35])[CH2:7][CH:8](NCCNCCCC1C=CC=C(NCC2CC2)N=1)[C:9]1[CH:10]=[N:11][C:12]([O:15][CH3:16])=[CH:13][CH:14]=1)([CH3:4])([CH3:3])[CH3:2].CCN(C(C)C)C(C)C.O1CCOCC1, predict the reaction product. (6) Given the reactants [CH2:1]([O:3][C:4](=[O:19])[CH2:5][C:6]1[CH:11]=[CH:10][C:9]([CH:12]2[CH2:17][CH2:16][C:15](=O)[CH2:14][CH2:13]2)=[CH:8][CH:7]=1)[CH3:2].[NH:20]1[CH2:23][CH:22]([NH:24][C:25]([CH2:27][NH:28][C:29](=[O:40])[C:30]2[CH:35]=[CH:34][CH:33]=[C:32]([C:36]([F:39])([F:38])[F:37])[CH:31]=2)=[O:26])[CH2:21]1, predict the reaction product. The product is: [CH2:1]([O:3][C:4](=[O:19])[CH2:5][C:6]1[CH:11]=[CH:10][C:9]([CH:12]2[CH2:17][CH2:16][CH:15]([N:20]3[CH2:23][CH:22]([NH:24][C:25](=[O:26])[CH2:27][NH:28][C:29](=[O:40])[C:30]4[CH:35]=[CH:34][CH:33]=[C:32]([C:36]([F:38])([F:39])[F:37])[CH:31]=4)[CH2:21]3)[CH2:14][CH2:13]2)=[CH:8][CH:7]=1)[CH3:2]. (7) Given the reactants [OH-].[Na+].[Cl:3][C:4]1[CH:27]=[C:26]([Cl:28])[CH:25]=[CH:24][C:5]=1[CH2:6][NH:7][N:8]1[C:12]2[CH:13]=[C:14]([C:17]([O:19]CC)=[O:18])[CH:15]=[CH:16][C:11]=2[N:10]([CH3:22])[C:9]1=[O:23].C(O)C.O1CCCC1, predict the reaction product. The product is: [C:17]([C:14]1[CH:15]=[CH:16][C:11]2[N:10]([CH3:22])[C:9](=[O:23])[N:8]([NH:7][CH2:6][C:5]3[CH:24]=[CH:25][C:26]([Cl:28])=[CH:27][C:4]=3[Cl:3])[C:12]=2[CH:13]=1)([OH:19])=[O:18].